The task is: Regression/Classification. Given a drug SMILES string, predict its toxicity properties. Task type varies by dataset: regression for continuous values (e.g., LD50, hERG inhibition percentage) or binary classification for toxic/non-toxic outcomes (e.g., AMES mutagenicity, cardiotoxicity, hepatotoxicity). Dataset: herg_karim.. This data is from hERG potassium channel inhibition data for cardiac toxicity prediction from Karim et al.. The drug is COc1cc(C(O)CN2CCN(CCc3ccc4c(c3C)COC4=O)CC2)ccc1C#N. The result is 1 (blocker).